Dataset: HIV replication inhibition screening data with 41,000+ compounds from the AIDS Antiviral Screen. Task: Binary Classification. Given a drug SMILES string, predict its activity (active/inactive) in a high-throughput screening assay against a specified biological target. (1) The compound is O=C(C=C(O)C(=O)O)C=C(O)c1ccccc1Cl. The result is 1 (active). (2) The drug is OC(=[OH+])C1([n+]2c(-c3ccccc3)cc(-c3ccccc3)cc2-c2ccccc2)CC1. The result is 0 (inactive).